From a dataset of Forward reaction prediction with 1.9M reactions from USPTO patents (1976-2016). Predict the product of the given reaction. (1) Given the reactants [CH:1]1([CH:7]([NH:20][C:21]2[CH:29]=[CH:28][C:24]([C:25]([OH:27])=O)=[CH:23][CH:22]=2)[C:8]2[CH:12]=[C:11]([C:13](=[O:17])[CH:14]([CH3:16])[CH3:15])[S:10][C:9]=2[CH2:18][CH3:19])[CH2:6][CH2:5][CH2:4][CH2:3][CH2:2]1.[CH3:30][NH:31][CH2:32][CH2:33][C:34]([O:36]CC)=[O:35].O.ON1C2C=CC=CC=2N=N1.Cl.[OH-].[Na+], predict the reaction product. The product is: [CH:1]1([CH:7]([NH:20][C:21]2[CH:29]=[CH:28][C:24]([C:25]([N:31]([CH3:30])[CH2:32][CH2:33][C:34]([OH:36])=[O:35])=[O:27])=[CH:23][CH:22]=2)[C:8]2[CH:12]=[C:11]([C:13](=[O:17])[CH:14]([CH3:15])[CH3:16])[S:10][C:9]=2[CH2:18][CH3:19])[CH2:2][CH2:3][CH2:4][CH2:5][CH2:6]1. (2) The product is: [N:5]1[C:4]2[CH:8]=[CH:9][S:10][C:3]=2[C:2]([N:15]2[CH2:16][CH2:17][CH:12]([O:11][C:28](=[O:27])[NH:29][C:30]3[CH:35]=[CH:34][C:33]([CH:36]([CH3:37])[CH3:38])=[CH:32][CH:31]=3)[CH2:13][CH2:14]2)=[N:7][CH:6]=1. Given the reactants Cl[C:2]1[C:3]2[S:10][CH:9]=[CH:8][C:4]=2[N:5]=[CH:6][N:7]=1.[OH:11][CH:12]1[CH2:17][CH2:16][NH:15][CH2:14][CH2:13]1.[N+](C1C=CC([O:27][C:28](=O)[NH:29][C:30]2[CH:35]=[CH:34][C:33]([CH:36]([CH3:38])[CH3:37])=[CH:32][CH:31]=2)=CC=1)([O-])=O.[H-].[Na+], predict the reaction product. (3) Given the reactants Cl.Cl.[NH2:3][NH2:4].C(O[CH:8]=[CH:9][C:10](=O)[C:11]([F:14])([F:13])[F:12])C, predict the reaction product. The product is: [F:12][C:11]([F:14])([F:13])[C:10]1[CH:9]=[CH:8][NH:4][N:3]=1.